This data is from Full USPTO retrosynthesis dataset with 1.9M reactions from patents (1976-2016). The task is: Predict the reactants needed to synthesize the given product. (1) The reactants are: [Cl:1][C:2]1[CH:7]=[CH:6][CH:5]=[CH:4][C:3]=1[N:8]1[C:12]([C:13]2[CH:14]=[CH:15][C:16]([OH:23])=[C:17]([CH:22]=2)[C:18]([O:20][CH3:21])=[O:19])=[CH:11][C:10]([C:24]([F:27])([F:26])[F:25])=[N:9]1.N1C(C)=CC=CC=1C.[S:36](O[S:36]([C:39]([F:42])([F:41])[F:40])(=[O:38])=[O:37])([C:39]([F:42])([F:41])[F:40])(=[O:38])=[O:37]. Given the product [Cl:1][C:2]1[CH:7]=[CH:6][CH:5]=[CH:4][C:3]=1[N:8]1[C:12]([C:13]2[CH:14]=[CH:15][C:16]([O:23][S:36]([C:39]([F:42])([F:41])[F:40])(=[O:38])=[O:37])=[C:17]([CH:22]=2)[C:18]([O:20][CH3:21])=[O:19])=[CH:11][C:10]([C:24]([F:27])([F:25])[F:26])=[N:9]1, predict the reactants needed to synthesize it. (2) Given the product [F:1][C:2]1[C:9]([O:10][CH3:11])=[C:8]([O:12][CH3:13])[CH:7]=[C:4]2[C:3]=1[C:14]([NH2:15])=[N:6][CH2:5]2, predict the reactants needed to synthesize it. The reactants are: [F:1][C:2]1[C:9]([O:10][CH3:11])=[C:8]([O:12][CH3:13])[CH:7]=[C:4]([C:5]#[N:6])[C:3]=1[C:14]#[N:15].